From a dataset of Full USPTO retrosynthesis dataset with 1.9M reactions from patents (1976-2016). Predict the reactants needed to synthesize the given product. (1) Given the product [Br-:30].[CH3:1][O:2][C:3]1[CH:4]=[C:5]2[C:9](=[CH:10][C:11]=1[O:12][CH3:13])[C:8](=[O:14])[CH:7]([CH2:15][C:16]1[CH:21]=[CH:20][N+:19]([CH2:26][C:27]3[CH:34]=[CH:33][CH:32]=[CH:31][C:28]=3[CH3:29])=[CH:18][C:17]=1[C:22]([NH:24][CH3:25])=[O:23])[CH2:6]2, predict the reactants needed to synthesize it. The reactants are: [CH3:1][O:2][C:3]1[CH:4]=[C:5]2[C:9](=[CH:10][C:11]=1[O:12][CH3:13])[C:8](=[O:14])[CH:7]([CH2:15][C:16]1[CH:21]=[CH:20][N:19]=[CH:18][C:17]=1[C:22]([NH:24][CH3:25])=[O:23])[CH2:6]2.[CH3:26][C:27]1[CH:34]=[CH:33][CH:32]=[CH:31][C:28]=1[CH2:29][Br:30]. (2) The reactants are: C(OC([NH:8][CH2:9][CH2:10][O:11][C:12]1[C:20]([CH:21]([OH:23])[CH3:22])=[CH:19][C:18]([Cl:24])=[C:17]([CH3:25])[C:13]=1[C:14](O)=[O:15])=O)(C)(C)C.O.ON1C2C=CC=CC=2N=N1.C(N(CC)C(C)C)(C)C.F[P-](F)(F)(F)(F)F.N1(O[P+](N(C)C)(N(C)C)N(C)C)C2C=CC=CC=2N=N1. Given the product [Cl:24][C:18]1[CH:19]=[C:20]([CH:21]([OH:23])[CH3:22])[C:12]2[O:11][CH2:10][CH2:9][NH:8][C:14](=[O:15])[C:13]=2[C:17]=1[CH3:25], predict the reactants needed to synthesize it.